This data is from Peptide-MHC class I binding affinity with 185,985 pairs from IEDB/IMGT. The task is: Regression. Given a peptide amino acid sequence and an MHC pseudo amino acid sequence, predict their binding affinity value. This is MHC class I binding data. (1) The peptide sequence is KLFSDISAI. The MHC is HLA-A02:01 with pseudo-sequence HLA-A02:01. The binding affinity (normalized) is 0.898. (2) The peptide sequence is GQITWRDMAH. The MHC is HLA-B15:01 with pseudo-sequence HLA-B15:01. The binding affinity (normalized) is 0.535. (3) The peptide sequence is SAVPVHWVPT. The MHC is HLA-A32:01 with pseudo-sequence HLA-A32:01. The binding affinity (normalized) is 0.297. (4) The peptide sequence is RFNNLTVYF. The MHC is HLA-C14:02 with pseudo-sequence HLA-C14:02. The binding affinity (normalized) is 0.264. (5) The peptide sequence is AEHSGTSHNI. The MHC is HLA-B44:02 with pseudo-sequence HLA-B44:02. The binding affinity (normalized) is 0.642. (6) The peptide sequence is NALKINWYK. The MHC is HLA-A33:01 with pseudo-sequence HLA-A33:01. The binding affinity (normalized) is 0.971. (7) The peptide sequence is FILFFAYVM. The MHC is HLA-A02:02 with pseudo-sequence HLA-A02:02. The binding affinity (normalized) is 0.504.